This data is from Forward reaction prediction with 1.9M reactions from USPTO patents (1976-2016). The task is: Predict the product of the given reaction. (1) Given the reactants [C:1]1([N:7]2[C:15]3[CH:14]=[CH:13][N:12]=[CH:11][C:10]=3[N:9]=[N:8]2)[CH:6]=[CH:5][CH:4]=[CH:3][CH:2]=1, predict the reaction product. The product is: [C:1]1([N:7]2[C:15]3[CH2:14][CH2:13][NH:12][CH2:11][C:10]=3[N:9]=[N:8]2)[CH:2]=[CH:3][CH:4]=[CH:5][CH:6]=1. (2) Given the reactants C([O:14][C:15]1[C:24]2[N:23]=[CH:22][CH:21]=[CH:20][C:19]=2[C:18]([C:25](O)=[O:26])=[C:17]2[CH2:28][N:29]([CH2:32][C:33]3[CH:38]=[CH:37][C:36]([F:39])=[CH:35][CH:34]=3)[C:30](=[O:31])[C:16]=12)(C1C=CC=CC=1)C1C=CC=CC=1.[NH2:40][C:41]1[S:42][CH:43]=[N:44][N:45]=1.C(N(C(C)C)CC)(C)C.F[P-](F)(F)(F)(F)F.N1(OC(N(C)C)=[N+](C)C)C2N=CC=CC=2N=N1, predict the reaction product. The product is: [S:42]1[CH:43]=[N:44][N:45]=[C:41]1[NH:40][C:25]([C:18]1[C:19]2[CH:20]=[CH:21][CH:22]=[N:23][C:24]=2[C:15]([OH:14])=[C:16]2[C:30](=[O:31])[N:29]([CH2:32][C:33]3[CH:38]=[CH:37][C:36]([F:39])=[CH:35][CH:34]=3)[CH2:28][C:17]=12)=[O:26]. (3) Given the reactants [Cl:1][C:2]1[CH:3]=[C:4]([CH:6]=[CH:7][C:8]=1[CH3:9])[NH2:5].[CH:10]1([CH:16]=O)[CH2:15][CH2:14][CH2:13][CH2:12][CH2:11]1.C([BH3-])#N.[Na+], predict the reaction product. The product is: [Cl:1][C:2]1[CH:3]=[C:4]([CH:6]=[CH:7][C:8]=1[CH3:9])[NH:5][CH2:16][CH:10]1[CH2:15][CH2:14][CH2:13][CH2:12][CH2:11]1. (4) The product is: [CH2:48]([NH:16][CH2:17][C:18]1[CH:19]=[N:20][CH:21]=[C:22]([C:26]2[CH:27]=[C:28]3[C:32](=[CH:33][CH:34]=2)[NH:31][N:30]=[C:29]3[C:35]2[NH:36][CH:37]=[CH:38][N:39]=2)[C:23]=1[CH2:24][CH3:25])[CH3:49]. Given the reactants N1C2C(=CC=CC=2)C=N1.C(OC(=O)[N:16]([CH2:48][CH3:49])[CH2:17][C:18]1[CH:19]=[N:20][CH:21]=[C:22]([C:26]2[CH:27]=[C:28]3[C:32](=[CH:33][CH:34]=2)[NH:31][N:30]=[C:29]3[C:35]2[N:36](COCC[Si](C)(C)C)[CH:37]=[CH:38][N:39]=2)[C:23]=1[CH2:24][CH3:25])(C)(C)C, predict the reaction product.